Dataset: Forward reaction prediction with 1.9M reactions from USPTO patents (1976-2016). Task: Predict the product of the given reaction. The product is: [C:1]([O:5][C:6]([C:8]1([C:11]2[CH:16]=[CH:15][C:14]([NH:19][C:18]([O:20][C:21]([CH3:24])([CH3:23])[CH3:22])=[O:25])=[CH:13][CH:12]=2)[CH2:10][CH2:9]1)=[O:7])([CH3:4])([CH3:3])[CH3:2]. Given the reactants [C:1]([O:5][C:6]([C:8]1([C:11]2[CH:16]=[CH:15][C:14](Br)=[CH:13][CH:12]=2)[CH2:10][CH2:9]1)=[O:7])([CH3:4])([CH3:3])[CH3:2].[C:18](=[O:25])([O:20][C:21]([CH3:24])([CH3:23])[CH3:22])[NH2:19].[Na].C(P(C(C)(C)C)C(C)(C)C)(C)(C)C.C1(C)C=CC=CC=1, predict the reaction product.